This data is from Full USPTO retrosynthesis dataset with 1.9M reactions from patents (1976-2016). The task is: Predict the reactants needed to synthesize the given product. (1) Given the product [Si:37]([O:36][CH:33]1[CH2:34][CH2:35][N:31]([C:26]2[CH:25]=[C:24]3[C:29]([C:30]4[C:18]([C:14]5[C:13]([CH3:47])=[C:12]([NH:11][C:9](=[O:10])[O:8][CH2:1][C:2]6[CH:3]=[CH:4][CH:5]=[CH:6][CH:7]=6)[CH:17]=[CH:16][CH:15]=5)=[CH:19][N:20]=[C:21]([C:44](=[O:45])[NH2:57])[C:22]=4[NH:23]3)=[CH:28][CH:27]=2)[CH2:32]1)([C:40]([CH3:43])([CH3:41])[CH3:42])([CH3:39])[CH3:38], predict the reactants needed to synthesize it. The reactants are: [CH2:1]([O:8][C:9]([NH:11][C:12]1[C:13]([CH3:47])=[C:14]([C:18]2[C:30]3[C:29]4[C:24](=[CH:25][C:26]([N:31]5[CH2:35][CH2:34][CH:33]([O:36][Si:37]([C:40]([CH3:43])([CH3:42])[CH3:41])([CH3:39])[CH3:38])[CH2:32]5)=[CH:27][CH:28]=4)[NH:23][C:22]=3[C:21]([C:44](O)=[O:45])=[N:20][CH:19]=2)[CH:15]=[CH:16][CH:17]=1)=[O:10])[C:2]1[CH:7]=[CH:6][CH:5]=[CH:4][CH:3]=1.[Cl-].[NH4+].F[P-](F)(F)(F)(F)F.[N:57]1(O[P+](N(C)C)(N(C)C)N(C)C)C2C=CC=CC=2N=N1.CCN(C(C)C)C(C)C.CN1CCOCC1. (2) Given the product [C:18]([C:8]1[C@@H:9]([C:10]2[CH:15]=[CH:14][C:13]([C:16]#[N:17])=[CH:12][CH:11]=2)[N:4]2[N:3]=[C:2]([NH:1][C:38](=[O:39])[O:40][CH2:41][CH3:42])[N:31]=[C:5]2[N:6]([C:21]2[CH:26]=[CH:25][CH:24]=[C:23]([C:27]([F:28])([F:30])[F:29])[CH:22]=2)[C:7]=1[CH3:20])#[N:19], predict the reactants needed to synthesize it. The reactants are: [NH2:1][C:2]1[N:31]=[C:5]2[N:6]([C:21]3[CH:26]=[CH:25][CH:24]=[C:23]([C:27]([F:30])([F:29])[F:28])[CH:22]=3)[C:7]([CH3:20])=[C:8]([C:18]#[N:19])[C@@H:9]([C:10]3[CH:15]=[CH:14][C:13]([C:16]#[N:17])=[CH:12][CH:11]=3)[N:4]2[N:3]=1.C1COCC1.Cl[C:38]([O:40][CH2:41][CH3:42])=[O:39]. (3) Given the product [ClH:12].[ClH:12].[OH:4][C@@H:2]([CH2:1][O:5][C:6]1[CH:11]=[CH:10][CH:9]=[C:8]([Cl:12])[C:7]=1[C:13]#[N:14])[CH2:3][NH:27][C:16]([CH3:15])([CH3:26])[CH2:17][C:18]1[CH:23]=[C:22]([CH2:24][CH3:25])[CH:21]=[CH:20][N:19]=1, predict the reactants needed to synthesize it. The reactants are: [CH2:1]([O:5][C:6]1[CH:11]=[CH:10][CH:9]=[C:8]([Cl:12])[C:7]=1[C:13]#[N:14])[C@@H:2]1[O:4][CH2:3]1.[CH3:15][C:16]([NH2:27])([CH3:26])[CH2:17][C:18]1[CH:23]=[C:22]([CH2:24][CH3:25])[CH:21]=[CH:20][N:19]=1. (4) Given the product [CH2:10]([N:17]1[CH2:22][CH2:21][CH:20]([N:23]([C:24]2[CH:29]=[CH:28][C:27]([Cl:30])=[C:26]([Cl:31])[CH:25]=2)[C:6](=[O:9])[CH2:7][CH3:8])[CH2:19][CH2:18]1)[C:11]1[CH:12]=[CH:13][CH:14]=[CH:15][CH:16]=1, predict the reactants needed to synthesize it. The reactants are: [C:6](O[C:6](=[O:9])[CH2:7][CH3:8])(=[O:9])[CH2:7][CH3:8].[CH2:10]([N:17]1[CH2:22][CH2:21][CH:20]([NH:23][C:24]2[CH:29]=[CH:28][C:27]([Cl:30])=[C:26]([Cl:31])[CH:25]=2)[CH2:19][CH2:18]1)[C:11]1[CH:16]=[CH:15][CH:14]=[CH:13][CH:12]=1.C1(C)C=CC=CC=1.